Predict which catalyst facilitates the given reaction. From a dataset of Catalyst prediction with 721,799 reactions and 888 catalyst types from USPTO. (1) Reactant: [CH3:1][C:2]1([CH3:9])[CH2:7][CH2:6][C:5](=[O:8])[CH:4]=[CH:3]1.[H][H]. Product: [CH3:1][C:2]1([CH3:9])[CH2:7][CH2:6][C:5](=[O:8])[CH2:4][CH2:3]1. The catalyst class is: 350. (2) Reactant: [C:1]([NH:4][C:5]1[S:6][CH:7]=[C:8]([CH3:10])[N:9]=1)(=[O:3])[CH3:2].Cl[C:12]1[CH:17]=[CH:16][N:15]=[C:14]([C:18]([CH3:21])([CH3:20])[CH3:19])[CH:13]=1.F[B-](F)(F)F.C([PH+](C(C)(C)C)C(C)(C)C)(C)(C)C.C(=O)([O-])[O-].[Cs+].[Cs+]. Product: [CH3:10][C:8]1[N:9]=[C:5]([NH:4][C:1](=[O:3])[CH3:2])[S:6][C:7]=1[C:12]1[CH:17]=[CH:16][N:15]=[C:14]([C:18]([CH3:21])([CH3:20])[CH3:19])[CH:13]=1. The catalyst class is: 274.